From a dataset of Full USPTO retrosynthesis dataset with 1.9M reactions from patents (1976-2016). Predict the reactants needed to synthesize the given product. (1) Given the product [C:11]([C:9]1[CH:8]=[C:7]([C:15]2[N:19]([S:20]([N:23]3[CH2:24][CH2:25][CH2:26][CH2:27][CH2:28]3)(=[O:22])=[O:21])[C:18]([CH3:29])=[C:17]([C:30]([OH:32])=[O:31])[CH:16]=2)[CH:6]=[C:5]([C:1]([CH3:4])([CH3:3])[CH3:2])[CH:10]=1)([CH3:12])([CH3:13])[CH3:14], predict the reactants needed to synthesize it. The reactants are: [C:1]([C:5]1[CH:6]=[C:7]([C:15]2[N:19]([S:20]([N:23]3[CH2:28][CH2:27][CH2:26][CH2:25][CH2:24]3)(=[O:22])=[O:21])[C:18]([CH3:29])=[C:17]([C:30]([O:32]CC)=[O:31])[CH:16]=2)[CH:8]=[C:9]([C:11]([CH3:14])([CH3:13])[CH3:12])[CH:10]=1)([CH3:4])([CH3:3])[CH3:2].O[Li].O.[OH-].[Na+].Cl. (2) Given the product [Br:1][C:2]1[CH:3]=[C:4]2[CH:9]=[CH:10][NH:8][C:5]2=[N:6][CH:7]=1, predict the reactants needed to synthesize it. The reactants are: [Br:1][C:2]1[CH:3]=[C:4]([C:9]#[C:10][Si](C)(C)C)[C:5]([NH2:8])=[N:6][CH:7]=1.CC(C)([O-])C.[K+].Cl.O. (3) Given the product [CH3:17][C:16]1([CH3:18])[CH2:15][C:9]2[C:8](=[CH:13][CH:12]=[C:11]([F:14])[CH:10]=2)[NH:7]1, predict the reactants needed to synthesize it. The reactants are: C(OC(=O)[NH:7][C:8]1[CH:13]=[CH:12][C:11]([F:14])=[CH:10][C:9]=1[CH2:15][C:16]([CH3:18])=[CH2:17])(C)(C)C.C1(OC)C=CC=CC=1.FC(F)(F)C(O)=O.CS(O)(=O)=O. (4) Given the product [C:11]([O:15][C:16](=[O:36])[C:17]([CH2:18][C:19]#[C:20][CH3:21])([S:22]([C:25]1[CH:26]=[CH:27][C:28]([N:8]2[CH2:9][CH2:10][C:5]3([O:4][CH2:3][CH2:2][O:1]3)[CH2:6][CH2:7]2)=[CH:29][CH:30]=1)(=[O:24])=[O:23])[CH2:32][C:33]#[C:34][CH3:35])([CH3:14])([CH3:13])[CH3:12], predict the reactants needed to synthesize it. The reactants are: [O:1]1[C:5]2([CH2:10][CH2:9][NH:8][CH2:7][CH2:6]2)[O:4][CH2:3][CH2:2]1.[C:11]([O:15][C:16](=[O:36])[C:17]([CH2:32][C:33]#[C:34][CH3:35])([S:22]([C:25]1[CH:30]=[CH:29][C:28](F)=[CH:27][CH:26]=1)(=[O:24])=[O:23])[CH2:18][C:19]#[C:20][CH3:21])([CH3:14])([CH3:13])[CH3:12]. (5) Given the product [CH2:1]([O:3][CH:4]([CH2:10][C:11]1[CH:12]=[CH:13][C:14]([O:17][CH2:18][CH2:19][NH:20][C:21](=[O:34])[C:22]2[CH:23]=[CH:24][C:25]([C:28]3[CH:33]=[CH:32][CH:31]=[CH:30][N:29]=3)=[CH:26][CH:27]=2)=[CH:15][CH:16]=1)[C:5]([O-:7])=[O:6])[CH3:2].[Na+:36], predict the reactants needed to synthesize it. The reactants are: [CH2:1]([O:3][CH:4]([CH2:10][C:11]1[CH:16]=[CH:15][C:14]([O:17][CH2:18][CH2:19][NH:20][C:21](=[O:34])[C:22]2[CH:27]=[CH:26][C:25]([C:28]3[CH:33]=[CH:32][CH:31]=[CH:30][N:29]=3)=[CH:24][CH:23]=2)=[CH:13][CH:12]=1)[C:5]([O:7]CC)=[O:6])[CH3:2].[OH-].[Na+:36]. (6) Given the product [O:19]=[C:18]1[C:17]2[C:12](=[CH:13][CH:14]=[CH:15][CH:16]=2)[N:11]=[CH:10][N:9]1[C@@H:7]([CH3:8])[C:6]([OH:20])=[O:5], predict the reactants needed to synthesize it. The reactants are: C([O:5][C:6](=[O:20])[C@@H:7]([N:9]1[C:18](=[O:19])[C:17]2[C:12](=[CH:13][CH:14]=[CH:15][CH:16]=2)[N:11]=[CH:10]1)[CH3:8])(C)(C)C. (7) Given the product [Cl:1][C:2]1[CH:3]=[C:4]([N:11]2[C:20]3[C:15](=[CH:16][C:17]([S:21]([NH:24][C:25]4[CH:29]=[CH:28][O:27][N:26]=4)(=[O:22])=[O:23])=[CH:18][CH:19]=3)[CH:14]=[CH:13][C:12]2=[O:30])[C:5]([O:9][CH3:10])=[N:6][C:7]=1[O:37][CH2:38][CH:39]1[CH2:41][CH2:40]1, predict the reactants needed to synthesize it. The reactants are: [Cl:1][C:2]1[CH:3]=[C:4]([N:11]2[C:20]3[C:15](=[CH:16][C:17]([S:21]([NH:24][C:25]4[CH:29]=[CH:28][O:27][N:26]=4)(=[O:23])=[O:22])=[CH:18][CH:19]=3)[CH:14]=[CH:13][C:12]2=[O:30])[C:5]([O:9][CH3:10])=[N:6][C:7]=1Cl.C(=O)([O-])[O-].[Cs+].[Cs+].[OH:37][CH2:38][CH:39]1[CH2:41][CH2:40]1. (8) Given the product [Br:22][C:23]1[CH:24]=[C:25]([C:3]2[CH:2]=[CH:1][C:18]3[C:17]4[C:16]5[CH:15]=[CH:14][CH:13]=[CH:12][C:11]=5[CH:10]=[CH:9][C:8]=4[CH:7]=[CH:6][C:5]=3[CH:4]=2)[CH:26]=[CH:27][CH:28]=1, predict the reactants needed to synthesize it. The reactants are: [CH:1]1[C:18]2[C:17]3[C:16]4[CH:15]=[CH:14][CH:13]=[CH:12][C:11]=4[CH:10]=[CH:9][C:8]=3[CH:7]=[C:6](B(O)O)[C:5]=2[CH:4]=[CH:3][CH:2]=1.[Br:22][C:23]1[CH:24]=[C:25](I)[CH:26]=[CH:27][CH:28]=1.C(=O)([O-])[O-].[Na+].[Na+]. (9) Given the product [CH2:1]([O:3][C:4](=[O:28])[CH2:5][C:6]1[CH:11]=[CH:10][C:9]([O:12][CH3:13])=[C:8]([O:14][C:15]2[CH:20]=[CH:19][C:18]([N+:21]([O-:23])=[O:22])=[CH:17][C:16]=2[CH2:24][N:25]([C:32]([CH:29]2[CH2:31][CH2:30]2)=[O:33])[CH2:26][CH3:27])[CH:7]=1)[CH3:2], predict the reactants needed to synthesize it. The reactants are: [CH2:1]([O:3][C:4](=[O:28])[CH2:5][C:6]1[CH:11]=[CH:10][C:9]([O:12][CH3:13])=[C:8]([O:14][C:15]2[CH:20]=[CH:19][C:18]([N+:21]([O-:23])=[O:22])=[CH:17][C:16]=2[CH2:24][NH:25][CH2:26][CH3:27])[CH:7]=1)[CH3:2].[CH:29]1([C:32](Cl)=[O:33])[CH2:31][CH2:30]1. (10) Given the product [OH:77][B:70]1[C:69]2[CH:78]=[C:65]([CH2:64][NH:63][C:19](=[O:21])[C:18]3[CH:22]=[CH:23][C:15]([C:12]4[CH2:11][C:10]([C:4]5[CH:3]=[C:2]([Cl:1])[C:7]([Cl:8])=[C:6]([Cl:9])[CH:5]=5)([C:25]([F:26])([F:28])[F:27])[O:14][N:13]=4)=[CH:16][C:17]=3[CH3:24])[CH:66]=[CH:67][C:68]=2[C:72]2([CH2:73][CH2:74][CH2:75][CH2:76]2)[O:71]1, predict the reactants needed to synthesize it. The reactants are: [Cl:1][C:2]1[CH:3]=[C:4]([C:10]2([C:25]([F:28])([F:27])[F:26])[O:14][N:13]=[C:12]([C:15]3[CH:23]=[CH:22][C:18]([C:19]([OH:21])=O)=[C:17]([CH3:24])[CH:16]=3)[CH2:11]2)[CH:5]=[C:6]([Cl:9])[C:7]=1[Cl:8].CCN(C(C)C)C(C)C.CN(C(ON1N=NC2C=CC=NC1=2)=[N+](C)C)C.F[P-](F)(F)(F)(F)F.Cl.[NH2:63][CH2:64][C:65]1[CH:66]=[CH:67][C:68]2[C:72]3([CH2:76][CH2:75][CH2:74][CH2:73]3)[O:71][B:70]([OH:77])[C:69]=2[CH:78]=1.